This data is from Catalyst prediction with 721,799 reactions and 888 catalyst types from USPTO. The task is: Predict which catalyst facilitates the given reaction. (1) Reactant: [Cl:1][C:2]1[CH:7]=[CH:6][C:5]([C:8]2[C:17]3[C:12](=[CH:13][CH:14]=[C:15]([C:18]([NH2:20])=[O:19])[CH:16]=3)[CH:11]=[N:10][CH:9]=2)=[CH:4][CH:3]=1.Cl.O1CCOCC1. Product: [ClH:1].[Cl:1][C:2]1[CH:3]=[CH:4][C:5]([C:8]2[C:17]3[C:12](=[CH:13][CH:14]=[C:15]([C:18]([NH2:20])=[O:19])[CH:16]=3)[CH:11]=[N:10][CH:9]=2)=[CH:6][CH:7]=1. The catalyst class is: 5. (2) Product: [F:28][C:29]([F:40])([F:39])[C:30]([NH:1][C:2]1[CH:3]=[C:4]2[C:8](=[CH:9][CH:10]=1)[NH:7][CH:6]=[C:5]2[CH2:11][CH2:12][CH2:13][N:14]1[CH2:19][CH2:18][N:17]([C:20]2[C:25]([O:26][CH3:27])=[CH:24][N:23]=[CH:22][N:21]=2)[CH2:16][CH2:15]1)=[O:31]. Reactant: [NH2:1][C:2]1[CH:3]=[C:4]2[C:8](=[CH:9][CH:10]=1)[NH:7][CH:6]=[C:5]2[CH2:11][CH2:12][CH2:13][N:14]1[CH2:19][CH2:18][N:17]([C:20]2[C:25]([O:26][CH3:27])=[CH:24][N:23]=[CH:22][N:21]=2)[CH2:16][CH2:15]1.[F:28][C:29]([F:40])([F:39])[C:30](O[C:30](=[O:31])[C:29]([F:40])([F:39])[F:28])=[O:31]. The catalyst class is: 34. (3) Reactant: Cl[C:2]1[C:10]([C:11]2[CH:16]=[CH:15][C:14]([Cl:17])=[CH:13][CH:12]=2)=[CH:9][C:5]([C:6]([OH:8])=[O:7])=[CH:4][N:3]=1.[OH:18][CH2:19][CH:20]1[CH2:22][CH2:21]1.[OH-].[K+].C(O)(=O)CC(CC(O)=O)(C(O)=O)O. Product: [Cl:17][C:14]1[CH:15]=[CH:16][C:11]([C:10]2[C:2]([O:18][CH2:19][CH:20]3[CH2:22][CH2:21]3)=[N:3][CH:4]=[C:5]([CH:9]=2)[C:6]([OH:8])=[O:7])=[CH:12][CH:13]=1. The catalyst class is: 16. (4) Reactant: [Si]([O:8][CH2:9][CH2:10][NH:11][C:12]([C:14]1[CH:18]=[CH:17][N:16]([C:19]2[C:20]([NH:34][CH2:35][CH:36]3[CH2:41][CH2:40][CH2:39][N:38](C(OC(C)(C)C)=O)[CH2:37]3)=[CH:21][C:22]([NH:25][C:26]3[CH:31]=[N:30][C:29]([C:32]#[N:33])=[CH:28][N:27]=3)=[N:23][CH:24]=2)[CH:15]=1)=[O:13])(C(C)(C)C)(C)C.[F-].C([N+](CCCC)(CCCC)CCCC)CCC. Product: [C:32]([C:29]1[N:30]=[CH:31][C:26]([NH:25][C:22]2[N:23]=[CH:24][C:19]([N:16]3[CH:17]=[CH:18][C:14]([C:12]([NH:11][CH2:10][CH2:9][OH:8])=[O:13])=[CH:15]3)=[C:20]([NH:34][CH2:35][CH:36]3[CH2:41][CH2:40][CH2:39][NH:38][CH2:37]3)[CH:21]=2)=[N:27][CH:28]=1)#[N:33]. The catalyst class is: 1. (5) Reactant: [Cl:1][C:2]1[C:10]([N+:11]([O-:13])=[O:12])=[CH:9][CH:8]=[C:7]([Cl:14])[C:3]=1[C:4]([OH:6])=O.C(Cl)(=O)C(Cl)=O.C(N(CC)CC)C.[NH2:28][C:29]1[CH:34]=[CH:33][CH:32]=[CH:31][CH:30]=1. Product: [Cl:1][C:2]1[C:10]([N+:11]([O-:13])=[O:12])=[CH:9][CH:8]=[C:7]([Cl:14])[C:3]=1[C:4]([NH:28][C:29]1[CH:34]=[CH:33][CH:32]=[CH:31][CH:30]=1)=[O:6]. The catalyst class is: 606. (6) Reactant: [NH2:1][C:2]1[CH:3]=[C:4]([F:58])[C:5]([S:52]([CH:55]2[CH2:57][CH2:56]2)(=[O:54])=[O:53])=[C:6]([CH2:8][N:9]([CH3:51])[C:10]([CH:12]([NH:24][C:25]2[CH:26]=[C:27]3[C:32](=[C:33]([F:35])[CH:34]=2)[C:31]([N:36]([C:44]([O:46][C:47]([CH3:50])([CH3:49])[CH3:48])=[O:45])[C:37](=[O:43])[O:38][C:39]([CH3:42])([CH3:41])[CH3:40])=[N:30][CH:29]=[CH:28]3)[C:13]2[CH:18]=[CH:17][C:16]([C@@H:19]([CH3:22])[CH2:20][OH:21])=[C:15]([CH3:23])[CH:14]=2)=[O:11])[CH:7]=1.[C:59](Cl)(Cl)=[O:60]. Product: [C:39]([O:38][C:37]([N:36]([C:31]1[C:32]2[C:27](=[CH:26][C:25]([NH:24][C@H:12]3[C:10](=[O:11])[N:9]([CH3:51])[CH2:8][C:6]4[CH:7]=[C:2]([CH:3]=[C:4]([F:58])[C:5]=4[S:52]([CH:55]4[CH2:57][CH2:56]4)(=[O:53])=[O:54])[NH:1][C:59](=[O:60])[O:21][CH2:20][C@H:19]([CH3:22])[C:16]4[CH:17]=[CH:18][C:13]3=[CH:14][C:15]=4[CH3:23])=[CH:34][C:33]=2[F:35])[CH:28]=[CH:29][N:30]=1)[C:44](=[O:45])[O:46][C:47]([CH3:48])([CH3:49])[CH3:50])=[O:43])([CH3:41])([CH3:40])[CH3:42]. The catalyst class is: 245. (7) Reactant: S(=O)(=O)(O)O.[N:6]1([C:12]2[CH:20]=[CH:19][CH:18]=[CH:17][C:13]=2[C:14](O)=[O:15])[CH2:11][CH2:10][NH:9][CH2:8][CH2:7]1.B. Product: [N:6]1([C:12]2[CH:20]=[CH:19][CH:18]=[CH:17][C:13]=2[CH2:14][OH:15])[CH2:11][CH2:10][NH:9][CH2:8][CH2:7]1. The catalyst class is: 83. (8) Reactant: [C:1]([CH2:3][C:4]([O:6][C:7]([CH3:10])([CH3:9])[CH3:8])=[O:5])#[N:2].[H-].[Na+].[Br:13][C:14]1[CH:15]=[N:16][C:17](Cl)=[N:18][CH:19]=1.O. Product: [C:7]([O:6][C:4](=[O:5])[CH:3]([C:17]1[N:18]=[CH:19][C:14]([Br:13])=[CH:15][N:16]=1)[C:1]#[N:2])([CH3:10])([CH3:9])[CH3:8]. The catalyst class is: 7. (9) Reactant: Br[C:2]1[CH:10]=[CH:9][C:5]([C:6]([OH:8])=[O:7])=[C:4]([F:11])[CH:3]=1.[OH:12][C:13]1[CH:18]=[CH:17][CH:16]=[CH:15][N:14]=1.OC1C=CC=C2C=1N=CC=C2.C([O-])([O-])=O.[K+].[K+]. Product: [F:11][C:4]1[CH:3]=[C:2]([N:14]2[CH:15]=[CH:16][CH:17]=[CH:18][C:13]2=[O:12])[CH:10]=[CH:9][C:5]=1[C:6]([OH:8])=[O:7]. The catalyst class is: 58. (10) Reactant: [CH3:1][C:2]1[CH:3]=[C:4]([OH:23])[CH:5]=[C:6]([CH3:22])[C:7]=1[CH2:8][C:9]1[CH:14]=[CH:13][C:12]([O:15]COC)=[C:11]([CH:19]([CH3:21])[CH3:20])[CH:10]=1.Cl. Product: [CH3:22][C:6]1[CH:5]=[C:4]([OH:23])[CH:3]=[C:2]([CH3:1])[C:7]=1[CH2:8][C:9]1[CH:14]=[CH:13][C:12]([OH:15])=[C:11]([CH:19]([CH3:20])[CH3:21])[CH:10]=1. The catalyst class is: 24.